Dataset: Forward reaction prediction with 1.9M reactions from USPTO patents (1976-2016). Task: Predict the product of the given reaction. Given the reactants [C:1]([NH:4][C:5]1[CH:10]=[CH:9][C:8]([CH:11]=[CH:12][CH2:13][CH2:14][CH2:15][CH2:16][CH2:17]S(C)(=O)=O)=[CH:7][CH:6]=1)(=[O:3])[CH3:2].[Na+].[I-:23], predict the reaction product. The product is: [C:1]([NH:4][C:5]1[CH:10]=[CH:9][C:8]([CH:11]=[CH:12][CH2:13][CH2:14][CH2:15][CH2:16][CH2:17][I:23])=[CH:7][CH:6]=1)(=[O:3])[CH3:2].